This data is from Catalyst prediction with 721,799 reactions and 888 catalyst types from USPTO. The task is: Predict which catalyst facilitates the given reaction. Reactant: [CH2:1]([N:3]1[CH2:9][CH2:8][CH2:7][N:6]([C:10]2[CH:20]=[CH:19][C:13]([C:14]([O:16]CC)=O)=[CH:12][CH:11]=2)[CH2:5][CH2:4]1)[CH3:2].[CH3:21][O:22][C:23]1[CH:24]=[C:25]([CH2:31][CH2:32][C:33]2[CH:34]=[C:35]([NH2:38])[NH:36][N:37]=2)[CH:26]=[C:27]([O:29][CH3:30])[CH:28]=1.C[Al](C)C.C(Cl)Cl.CCOCC. Product: [CH3:30][O:29][C:27]1[CH:26]=[C:25]([CH2:31][CH2:32][C:33]2[CH:34]=[C:35]([NH:38][C:14](=[O:16])[C:13]3[CH:12]=[CH:11][C:10]([N:6]4[CH2:7][CH2:8][CH2:9][N:3]([CH2:1][CH3:2])[CH2:4][CH2:5]4)=[CH:20][CH:19]=3)[NH:36][N:37]=2)[CH:24]=[C:23]([O:22][CH3:21])[CH:28]=1. The catalyst class is: 11.